Dataset: Forward reaction prediction with 1.9M reactions from USPTO patents (1976-2016). Task: Predict the product of the given reaction. (1) Given the reactants [Cl:1][C:2]1[S:6][C:5]([C:7]([NH:9][CH2:10][CH:11]2[O:15][C:14](=[O:16])[N:13]([C:17]3[CH:22]=[CH:21][C:20]([N:23]4[CH2:34][CH2:33][CH2:32][C@H:24]4C(OC(C)(C)C)=O)=[CH:19][CH:18]=3)[CH2:12]2)=[O:8])=[CH:4][CH:3]=1, predict the reaction product. The product is: [Cl:1][C:2]1[S:6][C:5]([C:7]([NH:9][CH2:10][CH:11]2[O:15][C:14](=[O:16])[N:13]([C:17]3[CH:22]=[CH:21][C:20]([N:23]4[CH2:34][CH2:33][CH2:32][CH2:24]4)=[CH:19][CH:18]=3)[CH2:12]2)=[O:8])=[CH:4][CH:3]=1. (2) Given the reactants Cl[C:2]1[CH:3]=[CH:4][C:5]2[O:14][CH2:13][CH2:12][C:11]3[CH:10]=[C:9]([C:15]4[N:16]([C:20]5[CH:25]=[CH:24][C:23]([F:26])=[CH:22][C:21]=5[F:27])[N:17]=[CH:18][N:19]=4)[S:8][C:7]=3[C:6]=2[N:28]=1.[F:29][C:30]1[CH:35]=[CH:34][C:33](B2OC(C)(C)C(C)(C)O2)=[CH:32][N:31]=1.C([O-])([O-])=O.[Cs+].[Cs+], predict the reaction product. The product is: [F:27][C:21]1[CH:22]=[C:23]([F:26])[CH:24]=[CH:25][C:20]=1[N:16]1[C:15]([C:9]2[S:8][C:7]3[C:6]4[N:28]=[C:2]([C:33]5[CH:32]=[N:31][C:30]([F:29])=[CH:35][CH:34]=5)[CH:3]=[CH:4][C:5]=4[O:14][CH2:13][CH2:12][C:11]=3[CH:10]=2)=[N:19][CH:18]=[N:17]1. (3) Given the reactants P([O-])([O-])([O-])=O.[K+].[K+].[K+].Br[C:10]1[CH:11]=[C:12]([CH:16]=[CH:17][CH:18]=1)[N:13]([CH3:15])[CH3:14].[C@@H]1(N)CCCC[C@H]1N.[NH:27]1[C:31]2=[N:32][CH:33]=[CH:34][CH:35]=[C:30]2[C:29]([C:36]([O:38][CH3:39])=[O:37])=[CH:28]1, predict the reaction product. The product is: [CH3:14][N:13]([CH3:15])[C:12]1[CH:11]=[C:10]([N:27]2[C:31]3=[N:32][CH:33]=[CH:34][CH:35]=[C:30]3[C:29]([C:36]([O:38][CH3:39])=[O:37])=[CH:28]2)[CH:18]=[CH:17][CH:16]=1. (4) Given the reactants [N:1]([CH:4]([C:10]1[N:14]([C:15]2[CH:20]=[CH:19][C:18]([O:21][CH3:22])=[CH:17][CH:16]=2)[N:13]=[CH:12][CH:11]=1)[CH:5]([CH2:8][CH3:9])[CH2:6][CH3:7])=[N+]=[N-], predict the reaction product. The product is: [CH2:8]([CH:5]([CH2:6][CH3:7])[CH:4]([NH2:1])[C:10]1[N:14]([C:15]2[CH:16]=[CH:17][C:18]([O:21][CH3:22])=[CH:19][CH:20]=2)[N:13]=[CH:12][CH:11]=1)[CH3:9]. (5) The product is: [C:15]1([C:14]2[N:4]3[N:3]=[C:2]([C:29]([OH:30])=[O:27])[C:11]4[C:6]([C:5]3=[N:12][N:13]=2)=[CH:7][CH:8]=[CH:9][CH:10]=4)[CH:20]=[CH:19][CH:18]=[CH:17][CH:16]=1. Given the reactants Cl[C:2]1[C:11]2[C:6](=[CH:7][CH:8]=[CH:9][CH:10]=2)[C:5]2=[N:12][N:13]=[C:14]([C:15]3[CH:20]=[CH:19][CH:18]=[CH:17][CH:16]=3)[N:4]2[N:3]=1.[Cu](C#N)C#N.Cl.[OH-:27].[Na+].[CH3:29][OH:30], predict the reaction product. (6) Given the reactants [CH3:1][O:2][C:3]1[CH:4]=[C:5]([CH:7]=[CH:8][C:9]=1[O:10][CH3:11])[NH2:6].C(O[CH:15]=[C:16]([C:22]([O:24][CH2:25][CH3:26])=[O:23])[C:17]([O:19][CH2:20][CH3:21])=[O:18])C, predict the reaction product. The product is: [CH3:1][O:2][C:3]1[CH:4]=[C:5]([NH:6][CH:15]=[C:16]([C:17]([O:19][CH2:20][CH3:21])=[O:18])[C:22]([O:24][CH2:25][CH3:26])=[O:23])[CH:7]=[CH:8][C:9]=1[O:10][CH3:11].